Dataset: Catalyst prediction with 721,799 reactions and 888 catalyst types from USPTO. Task: Predict which catalyst facilitates the given reaction. (1) Product: [Cl:8][CH2:9][C:10]1[N:1]=[C:2]2[N:14]=[CH:6][CH:5]=[CH:4][N:3]2[CH:12]=1. Reactant: [NH2:1][C:2]1C=[CH:6][CH:5]=[CH:4][N:3]=1.[Cl:8][CH2:9][C:10]([CH2:12]Cl)=O.[N:14]#N. The catalyst class is: 57. (2) Reactant: [NH2:1][C:2]1[C:6]2[CH2:7][N:8]([CH:11]3[CH2:15][CH2:14][N:13](C(OC(C)(C)C)=O)[CH2:12]3)[CH2:9][CH2:10][C:5]=2[N:4]([C:23]2[CH:28]=[CH:27][C:26]([O:29][C:30]3[CH:35]=[CH:34][CH:33]=[CH:32][CH:31]=3)=[CH:25][CH:24]=2)[C:3]=1[C:36](=[O:38])[NH2:37].[ClH:39]. Product: [ClH:39].[ClH:39].[NH2:1][C:2]1[C:6]2[CH2:7][N:8]([CH:11]3[CH2:15][CH2:14][NH:13][CH2:12]3)[CH2:9][CH2:10][C:5]=2[N:4]([C:23]2[CH:24]=[CH:25][C:26]([O:29][C:30]3[CH:35]=[CH:34][CH:33]=[CH:32][CH:31]=3)=[CH:27][CH:28]=2)[C:3]=1[C:36]([NH2:37])=[O:38]. The catalyst class is: 32. (3) Reactant: [NH:1]1[C:5]2=[N:6][CH:7]=[CH:8][CH:9]=[C:4]2[C:3]([C:10]2[C:18]3[C:13](=[CH:14][N:15]=[CH:16][CH:17]=3)[NH:12][CH:11]=2)=[CH:2]1.[H-].[Na+].[CH2:21](Br)[C:22]1[CH:27]=[CH:26][CH:25]=[CH:24][CH:23]=1.CO. Product: [CH2:21]([N:1]1[C:5]2=[N:6][CH:7]=[CH:8][CH:9]=[C:4]2[C:3]([C:10]2[C:18]3[C:13](=[CH:14][N:15]=[CH:16][CH:17]=3)[NH:12][CH:11]=2)=[CH:2]1)[C:22]1[CH:27]=[CH:26][CH:25]=[CH:24][CH:23]=1. The catalyst class is: 3. (4) The catalyst class is: 38. Product: [Cl:16][C:17]1[CH:25]=[C:24]2[C:20]([C:21]([C:26]([O:28][CH3:29])=[O:27])=[CH:22][NH:23]2)=[CH:19][C:18]=1[C:2]1[CH:7]=[CH:6][C:5]([C:8]2([CH2:12][OH:13])[CH2:11][CH2:10][CH2:9]2)=[C:4]([O:14][CH3:15])[CH:3]=1. Reactant: Br[C:2]1[CH:7]=[CH:6][C:5]([C:8]2([CH2:12][OH:13])[CH2:11][CH2:10][CH2:9]2)=[C:4]([O:14][CH3:15])[CH:3]=1.[Cl:16][C:17]1[CH:25]=[C:24]2[C:20]([C:21]([C:26]([O:28][CH3:29])=[O:27])=[CH:22][NH:23]2)=[CH:19][C:18]=1B1OCC(C)(C)CO1.C(=O)([O-])[O-].[K+].[K+]. (5) Reactant: [CH3:1][N:2]1[CH:6]=[C:5]([C:7]2[NH:8][C:9]3[C:14]([CH:15]=2)=[C:13]([CH:16]2[CH2:21][CH2:20][CH2:19][NH:18][CH2:17]2)[CH:12]=[CH:11][C:10]=3[C:22]([NH2:24])=[O:23])[CH:4]=[N:3]1.C(N(C(C)C)C(C)C)C.[C:34](Cl)(=[O:37])[CH:35]=[CH2:36]. Product: [C:34]([N:18]1[CH2:19][CH2:20][CH2:21][CH:16]([C:13]2[CH:12]=[CH:11][C:10]([C:22]([NH2:24])=[O:23])=[C:9]3[C:14]=2[CH:15]=[C:7]([C:5]2[CH:4]=[N:3][N:2]([CH3:1])[CH:6]=2)[NH:8]3)[CH2:17]1)(=[O:37])[CH:35]=[CH2:36]. The catalyst class is: 2. (6) Product: [CH3:12][N:13]([C:14]1[CH:19]=[CH:18][CH:17]=[C:16]([C:20]2[C:29]3[C:24](=[CH:25][C:26]([O:35][CH3:36])=[C:27]4[O:32][C:31]([CH3:33])([CH3:34])[CH2:30][C:28]4=3)[CH2:23][C:22]([CH3:38])([CH3:37])[N:21]=2)[CH:15]=1)[C:2]([NH2:3])=[O:1]. The catalyst class is: 7. Reactant: [O-:1][C:2]#[N:3].[Na+].FC(F)(F)C(O)=O.[CH3:12][NH:13][C:14]1[CH:19]=[CH:18][CH:17]=[C:16]([C:20]2[C:29]3[C:24](=[CH:25][C:26]([O:35][CH3:36])=[C:27]4[O:32][C:31]([CH3:34])([CH3:33])[CH2:30][C:28]4=3)[CH2:23][C:22]([CH3:38])([CH3:37])[N:21]=2)[CH:15]=1.[OH-].[Na+]. (7) Reactant: Cl.[CH2:2]([C:4]1[N:5]=[C:6]([CH2:9][N:10]2[C:15]3[CH:16]=[C:17]([C:19]4[CH:24]=[CH:23][CH:22]=[CH:21][CH:20]=4)[S:18][C:14]=3[C:13](=[O:25])[N:12]([CH:26]3[CH2:31][CH2:30][NH:29][CH2:28][CH2:27]3)[C:11]2=[O:32])[O:7][CH:8]=1)[CH3:3].[CH2:33]([O:35][C:36]1[C:45]([O:46][CH3:47])=[CH:44][C:43]2[C:42]([C:48]3[CH:56]=[CH:55][C:51]([C:52](O)=[O:53])=[CH:50][CH:49]=3)=[N:41][C@@H:40]3[CH2:57][CH2:58][S:59][CH2:60][C@@H:39]3[C:38]=2[CH:37]=1)[CH3:34].CN(C(ON1N=NC2C=CC=CC1=2)=[N+](C)C)C.F[P-](F)(F)(F)(F)F.CCN(C(C)C)C(C)C. Product: [CH2:33]([O:35][C:36]1[C:45]([O:46][CH3:47])=[CH:44][C:43]2[C:42]([C:48]3[CH:49]=[CH:50][C:51]([C:52]([N:29]4[CH2:30][CH2:31][CH:26]([N:12]5[C:13](=[O:25])[C:14]6[S:18][C:17]([C:19]7[CH:24]=[CH:23][CH:22]=[CH:21][CH:20]=7)=[CH:16][C:15]=6[N:10]([CH2:9][C:6]6[O:7][CH:8]=[C:4]([CH2:2][CH3:3])[N:5]=6)[C:11]5=[O:32])[CH2:27][CH2:28]4)=[O:53])=[CH:55][CH:56]=3)=[N:41][C@@H:40]3[CH2:57][CH2:58][S:59][CH2:60][C@@H:39]3[C:38]=2[CH:37]=1)[CH3:34]. The catalyst class is: 2.